This data is from Reaction yield outcomes from USPTO patents with 853,638 reactions. The task is: Predict the reaction yield, written as a fraction of the theoretical maximum amount of product (1.0 means a 100% yield; for example, 0.34 means a 34% yield). (1) The reactants are [C:1]([O:5][C:6]([N:8]1[C@H:12]([C:13](=[O:25])[NH:14][C@H:15]2[C:24]3[C:19](=[CH:20][CH:21]=[CH:22][CH:23]=3)[CH2:18][CH2:17][CH2:16]2)[CH2:11][C@H:10]([NH:26][C:27]([C:29]2[CH:67]=[CH:66][C:32]([CH2:33][N:34]([C@@H:57]([C:59]3[CH:64]=[CH:63][CH:62]=[CH:61][C:60]=3[F:65])[CH3:58])[C:35]([C@@H:37]3[CH2:46][C:45]4[C:40](=[CH:41][CH:42]=[CH:43][CH:44]=4)[CH2:39][N:38]3C(OCC3C=CC=CC=3)=O)=[O:36])=[CH:31][CH:30]=2)=[O:28])[CH2:9]1)=[O:7])([CH3:4])([CH3:3])[CH3:2]. The catalyst is CO.[Pd]. The product is [F:65][C:60]1[CH:61]=[CH:62][CH:63]=[CH:64][C:59]=1[C@H:57]([N:34]([CH2:33][C:32]1[CH:66]=[CH:67][C:29]([C:27]([NH:26][C@@H:10]2[CH2:9][N:8]([C:6]([O:5][C:1]([CH3:4])([CH3:3])[CH3:2])=[O:7])[C@H:12]([C:13](=[O:25])[NH:14][C@H:15]3[C:24]4[C:19](=[CH:20][CH:21]=[CH:22][CH:23]=4)[CH2:18][CH2:17][CH2:16]3)[CH2:11]2)=[O:28])=[CH:30][CH:31]=1)[C:35]([C@@H:37]1[CH2:46][C:45]2[C:40](=[CH:41][CH:42]=[CH:43][CH:44]=2)[CH2:39][NH:38]1)=[O:36])[CH3:58]. The yield is 0.950. (2) The reactants are Cl[CH2:2][CH2:3][O:4][C:5]1[CH:14]=[C:13]2[C:8]([C:9]([O:15][C:16]3[CH:21]=[CH:20][C:19]([CH3:22])=[CH:18][C:17]=3[C:23]([C:25]3[CH:30]=[CH:29][CH:28]=[CH:27][CH:26]=3)=[O:24])=[CH:10][CH:11]=[N:12]2)=[CH:7][C:6]=1[O:31][CH3:32].[NH:33]1[CH2:38][CH2:37][CH:36]([CH2:39][OH:40])[CH2:35][CH2:34]1.C(=O)([O-])[O-].[K+].[K+].O. The catalyst is CN(C)C=O. The product is [OH:40][CH2:39][CH:36]1[CH2:37][CH2:38][N:33]([CH2:2][CH2:3][O:4][C:5]2[CH:14]=[C:13]3[C:8]([C:9]([O:15][C:16]4[CH:21]=[CH:20][C:19]([CH3:22])=[CH:18][C:17]=4[C:23]([C:25]4[CH:30]=[CH:29][CH:28]=[CH:27][CH:26]=4)=[O:24])=[CH:10][CH:11]=[N:12]3)=[CH:7][C:6]=2[O:31][CH3:32])[CH2:34][CH2:35]1. The yield is 0.540. (3) The reactants are [Cl:1][C:2]1[CH:11]=[C:10]([O:12][CH3:13])[C:9]([N:14]2[CH:18]=[CH:17][CH:16]=[N:15]2)=[CH:8][C:3]=1[C:4](OC)=[O:5].[NH3:19]. The catalyst is CO. The product is [Cl:1][C:2]1[CH:11]=[C:10]([O:12][CH3:13])[C:9]([N:14]2[CH:18]=[CH:17][CH:16]=[N:15]2)=[CH:8][C:3]=1[C:4]([NH2:19])=[O:5]. The yield is 0.475. (4) The reactants are [F:1][C:2]1[CH:7]=[CH:6][C:5]([CH:8]2[CH:17]([C:18]3[N:19]([CH3:27])[C:20]4[CH:25]=[CH:24][N:23]=[CH:22][C:21]=4[N:26]=3)[C:16](=O)[C:15]3[C:14]([C:29]([O:31]CC)=O)=[CH:13][CH:12]=[CH:11][C:10]=3[NH:9]2)=[CH:4][CH:3]=1.O.[NH2:35][NH2:36]. The catalyst is CO. The product is [F:1][C:2]1[CH:3]=[CH:4][C:5]([CH:8]2[NH:9][C:10]3[C:15]4[C:16](=[N:35][NH:36][C:29](=[O:31])[C:14]=4[CH:13]=[CH:12][CH:11]=3)[CH:17]2[C:18]2[N:19]([CH3:27])[C:20]3[CH:25]=[CH:24][N:23]=[CH:22][C:21]=3[N:26]=2)=[CH:6][CH:7]=1. The yield is 0.0500. (5) The product is [CH3:11][O:10][C:6]1[CH:5]=[CH:4][N:3]=[CH:2][C:7]=1[C:8]#[N:9]. The yield is 0.947. The catalyst is C(O)C.[Pd]. The reactants are Cl[C:2]1[C:7]([C:8]#[N:9])=[C:6]([O:10][CH3:11])[CH:5]=[CH:4][N:3]=1. (6) The reactants are [Br:1][C:2]1[CH:7]=[C:6]([Cl:8])[CH:5]=[C:4]([F:9])[C:3]=1[C:10]1[N:11]=[N:12][NH:13][N:14]=1.[C:15]([O-])([O-])=O.[K+].[K+].IC. The catalyst is CN(C=O)C. The product is [Br:1][C:2]1[CH:7]=[C:6]([Cl:8])[CH:5]=[C:4]([F:9])[C:3]=1[C:10]1[N:14]([CH3:15])[N:13]=[N:12][N:11]=1. The yield is 0.350.